From a dataset of Forward reaction prediction with 1.9M reactions from USPTO patents (1976-2016). Predict the product of the given reaction. (1) Given the reactants Br[C:2]1[N:7]=[C:6]([N:8]2[CH2:14][CH2:13][CH2:12][N:11]([C:15]([O:17][C:18]([CH3:21])([CH3:20])[CH3:19])=[O:16])[CH2:10][CH2:9]2)[CH:5]=[N:4][CH:3]=1.[Cl:22][C:23]1[N:28]=[CH:27][C:26]2[CH:29]=[N:30][NH:31][C:25]=2[CH:24]=1.CNCCNC.C([O-])([O-])=O.[K+].[K+], predict the reaction product. The product is: [Cl:22][C:23]1[N:28]=[CH:27][C:26]2[CH:29]=[N:30][N:31]([C:2]3[N:7]=[C:6]([N:8]4[CH2:14][CH2:13][CH2:12][N:11]([C:15]([O:17][C:18]([CH3:21])([CH3:20])[CH3:19])=[O:16])[CH2:10][CH2:9]4)[CH:5]=[N:4][CH:3]=3)[C:25]=2[CH:24]=1. (2) Given the reactants [OH:1][C:2]1[CH:3]=[C:4]([CH:7]=[CH:8][CH:9]=1)[CH:5]=[O:6].[CH3:10][C@H:11](O)[C:12]([O:14][CH3:15])=[O:13].C1(P(C2C=CC=CC=2)C2C=CC=CC=2)C=CC=CC=1.N(C(OCC)=O)=NC(OCC)=O.C1(C)C=CC=CC=1.C(=O)([O-])O.[Na+], predict the reaction product. The product is: [CH:5]([C:4]1[CH:3]=[C:2]([CH:9]=[CH:8][CH:7]=1)[O:1][C@H:11]([CH3:10])[C:12]([O:14][CH3:15])=[O:13])=[O:6]. (3) Given the reactants [CH3:1][C:2]1[CH:7]=[C:6]([CH2:8]O)[CH:5]=[CH:4][N:3]=1.S(Br)([Br:12])=O, predict the reaction product. The product is: [Br:12][CH2:8][C:6]1[CH:5]=[CH:4][N:3]=[C:2]([CH3:1])[CH:7]=1.